This data is from Experimentally validated miRNA-target interactions with 360,000+ pairs, plus equal number of negative samples. The task is: Binary Classification. Given a miRNA mature sequence and a target amino acid sequence, predict their likelihood of interaction. The miRNA is hsa-miR-6864-5p with sequence UUGAAGGGACAAGUCAGAUAUGCC. The protein sequence of the target gene is MGQQISDQTQLVINKLPEKVAKHVTLVRESGSLTYEEFLGRVAELNDVTAKVAAGQEKHLLFEVQPGSDSSAFWKVVVRVVCTKINKSSGIVEASRIMNLYQFIQLYKDITSQAAGVLAQSSTSEEPDENPSSVTSCQASLWMGRVKQLTDEEECCICMDGRADLILPCAHSFCQKCIDKWSDRHRNCPICRLQMTGANESWVVSDAPTEDDMANYILNMADEAGQPHRP. Result: 0 (no interaction).